From a dataset of Forward reaction prediction with 1.9M reactions from USPTO patents (1976-2016). Predict the product of the given reaction. (1) Given the reactants FC1C=C(C[C@@H](C2C(C3C=C(C=CC=3)C(N)=O)=CC=CN=2)NC(=O)CC2C3C(=CC=C(F)C=3)NC=2)C=C(F)C=1.FC(F)(F)C(O)=O.[NH2:47][C@H:48]([C:58]1[C:63]([C:64]2[CH:65]=[C:66]([CH:70]=[CH:71][CH:72]=2)[C:67]([NH2:69])=[O:68])=[CH:62][CH:61]=[CH:60][N:59]=1)[CH2:49][C:50]1[CH:55]=[C:54]([F:56])[CH:53]=[C:52]([F:57])[CH:51]=1.[CH3:73][O:74][C:75]1[CH:76]=[C:77]([CH2:81][C:82](O)=[O:83])[CH:78]=[CH:79][CH:80]=1, predict the reaction product. The product is: [F:56][C:54]1[CH:55]=[C:50]([CH2:49][C@@H:48]([C:58]2[C:63]([C:64]3[CH:65]=[C:66]([CH:70]=[CH:71][CH:72]=3)[C:67]([NH2:69])=[O:68])=[CH:62][CH:61]=[CH:60][N:59]=2)[NH:47][C:82](=[O:83])[CH2:81][C:77]2[CH:78]=[CH:79][CH:80]=[C:75]([O:74][CH3:73])[CH:76]=2)[CH:51]=[C:52]([F:57])[CH:53]=1. (2) Given the reactants C[Si]([N-][Si](C)(C)C)(C)C.[Na+].C1COCC1.[I:16][C:17]1[CH:21]=[CH:20][NH:19][N:18]=1.[F:22][CH:23]([F:26])[CH2:24]I, predict the reaction product. The product is: [F:22][CH:23]([F:26])[CH2:24][N:19]1[CH:20]=[CH:21][C:17]([I:16])=[N:18]1. (3) Given the reactants [CH2:1]([O:3][C:4](=[O:11])[CH:5](Cl)[C:6](=O)[CH2:7][CH3:8])[CH3:2].[CH:12]([O-:14])=O.[NH4+:15], predict the reaction product. The product is: [CH2:1]([O:3][C:4]([C:5]1[O:14][CH:12]=[N:15][C:6]=1[CH2:7][CH3:8])=[O:11])[CH3:2]. (4) Given the reactants [Cl:1][C:2]1[CH:3]=[N:4][N:5]([C:7]2[CH:12]=[CH:11][N:10]=[CH:9][C:8]=2F)[CH:6]=1.[NH:14]1[CH2:19][CH2:18][CH:17]([C:20]([O:22][CH2:23][CH3:24])=[O:21])[CH2:16][CH2:15]1.C(=O)([O-])[O-].[K+].[K+].CN1C(=O)CCC1, predict the reaction product. The product is: [Cl:1][C:2]1[CH:3]=[N:4][N:5]([C:7]2[CH:12]=[CH:11][N:10]=[CH:9][C:8]=2[N:14]2[CH2:19][CH2:18][CH:17]([C:20]([O:22][CH2:23][CH3:24])=[O:21])[CH2:16][CH2:15]2)[CH:6]=1. (5) Given the reactants [CH:1]1([C:4]2[C:13]3[C:8](=[CH:9][CH:10]=[CH:11][CH:12]=3)[CH:7]=[C:6]([C:14]([OH:16])=O)[N:5]=2)[CH2:3][CH2:2]1.FC(F)(F)C(O)=O.[CH2:24]([O:31][C:32]([N:34]1[CH2:39][CH2:38][NH:37][CH2:36][C:35]1([CH3:41])[CH3:40])=[O:33])[C:25]1[CH:30]=[CH:29][CH:28]=[CH:27][CH:26]=1.CN(C(ON1N=NC2C=CC=CC1=2)=[N+](C)C)C.[B-](F)(F)(F)F.CCN(C(C)C)C(C)C, predict the reaction product. The product is: [CH2:24]([O:31][C:32]([N:34]1[CH2:39][CH2:38][NH:37][CH:36]([C:14]([C:6]2[N:5]=[C:4]([CH:1]3[CH2:2][CH2:3]3)[C:13]3[C:8]([CH:7]=2)=[CH:9][CH:10]=[CH:11][CH:12]=3)=[O:16])[C:35]1([CH3:41])[CH3:40])=[O:33])[C:25]1[CH:26]=[CH:27][CH:28]=[CH:29][CH:30]=1. (6) Given the reactants [C:1]([O:5][C:6](=[O:17])[NH:7][C:8]1([C:11](=[O:16])N(OC)C)[CH2:10][CH2:9]1)([CH3:4])([CH3:3])[CH3:2].CCOCC.[H-].[Al+3].[Li+].[H-].[H-].[H-], predict the reaction product. The product is: [C:1]([O:5][C:6](=[O:17])[NH:7][C:8]1([CH:11]=[O:16])[CH2:9][CH2:10]1)([CH3:4])([CH3:2])[CH3:3].